This data is from Cav3 T-type calcium channel HTS with 100,875 compounds. The task is: Binary Classification. Given a drug SMILES string, predict its activity (active/inactive) in a high-throughput screening assay against a specified biological target. (1) The compound is O(CCCN(C)C)c1ccc(OCC)cc1. The result is 0 (inactive). (2) The molecule is S(=O)(=O)(CC(O)CSc1nc(cc(c1C#N)C)C)Cc1ccccc1. The result is 0 (inactive). (3) The compound is OC(Cn1c(N2CCCC2)nc2n(c(=O)n(c(=O)c12)C)C)CO. The result is 0 (inactive). (4) The molecule is S1C(NC(=O)CNC(=O)C2CCCCC2)=NCC1. The result is 0 (inactive). (5) The drug is Clc1c(CCNC(=O)CSc2n(CCC)c(=O)[nH]n2)ccc(Cl)c1. The result is 0 (inactive). (6) The molecule is O(C(=O)c1cc(NC(=O)c2c(O)[nH]c(=O)[nH]c2=O)ccc1)CC. The result is 0 (inactive). (7) The drug is O(C(=O)C1CN(CCC1)CCC(=O)Nc1cc2CCCc2cc1)CC. The result is 0 (inactive). (8) The result is 0 (inactive). The molecule is s1c(N2CCC(CC2)C(=O)N2CCN(CC2)Cc2cc3OCOc3cc2)nnc1n1cccc1. (9) The compound is Br\C(=C/c1ccccc1)/C=N\NC(=O)CNc1c2c(ccc1)cccc2. The result is 0 (inactive). (10) The compound is Oc1c(C(=O)NCCO)cccc1. The result is 0 (inactive).